This data is from NCI-60 drug combinations with 297,098 pairs across 59 cell lines. The task is: Regression. Given two drug SMILES strings and cell line genomic features, predict the synergy score measuring deviation from expected non-interaction effect. (1) Drug 1: CC1C(C(CC(O1)OC2CC(OC(C2O)C)OC3=CC4=CC5=C(C(=O)C(C(C5)C(C(=O)C(C(C)O)O)OC)OC6CC(C(C(O6)C)O)OC7CC(C(C(O7)C)O)OC8CC(C(C(O8)C)O)(C)O)C(=C4C(=C3C)O)O)O)O. Drug 2: CC12CCC3C(C1CCC2O)C(CC4=C3C=CC(=C4)O)CCCCCCCCCS(=O)CCCC(C(F)(F)F)(F)F. Cell line: HOP-92. Synergy scores: CSS=43.6, Synergy_ZIP=-0.571, Synergy_Bliss=1.31, Synergy_Loewe=-31.1, Synergy_HSA=0.588. (2) Synergy scores: CSS=24.7, Synergy_ZIP=-5.43, Synergy_Bliss=-4.28, Synergy_Loewe=-3.16, Synergy_HSA=-3.00. Drug 2: CCN(CC)CCNC(=O)C1=C(NC(=C1C)C=C2C3=C(C=CC(=C3)F)NC2=O)C. Cell line: SN12C. Drug 1: C1=C(C(=O)NC(=O)N1)N(CCCl)CCCl. (3) Drug 1: CC1C(C(CC(O1)OC2CC(CC3=C2C(=C4C(=C3O)C(=O)C5=C(C4=O)C(=CC=C5)OC)O)(C(=O)CO)O)N)O.Cl. Drug 2: C1=CC(=CC=C1CCC2=CNC3=C2C(=O)NC(=N3)N)C(=O)NC(CCC(=O)O)C(=O)O. Cell line: NCI-H522. Synergy scores: CSS=28.7, Synergy_ZIP=-0.925, Synergy_Bliss=-0.686, Synergy_Loewe=-15.1, Synergy_HSA=0.504. (4) Drug 1: CC1C(C(CC(O1)OC2CC(CC3=C2C(=C4C(=C3O)C(=O)C5=C(C4=O)C(=CC=C5)OC)O)(C(=O)CO)O)N)O.Cl. Drug 2: COC1=CC(=CC(=C1O)OC)C2C3C(COC3=O)C(C4=CC5=C(C=C24)OCO5)OC6C(C(C7C(O6)COC(O7)C8=CC=CS8)O)O. Cell line: DU-145. Synergy scores: CSS=54.0, Synergy_ZIP=4.00, Synergy_Bliss=5.51, Synergy_Loewe=-4.12, Synergy_HSA=6.00. (5) Synergy scores: CSS=44.7, Synergy_ZIP=3.12, Synergy_Bliss=4.52, Synergy_Loewe=0.716, Synergy_HSA=0.364. Cell line: HOP-62. Drug 1: CC12CCC3C(C1CCC2=O)CC(=C)C4=CC(=O)C=CC34C. Drug 2: CCC(=C(C1=CC=CC=C1)C2=CC=C(C=C2)OCCN(C)C)C3=CC=CC=C3.C(C(=O)O)C(CC(=O)O)(C(=O)O)O. (6) Drug 1: C1CN1P(=S)(N2CC2)N3CC3. Drug 2: CCC(=C(C1=CC=CC=C1)C2=CC=C(C=C2)OCCN(C)C)C3=CC=CC=C3.C(C(=O)O)C(CC(=O)O)(C(=O)O)O. Cell line: A498. Synergy scores: CSS=3.88, Synergy_ZIP=-3.05, Synergy_Bliss=-1.89, Synergy_Loewe=-2.93, Synergy_HSA=-0.870. (7) Drug 1: C1=NC2=C(N1)C(=S)N=C(N2)N. Drug 2: N.N.Cl[Pt+2]Cl. Cell line: SNB-19. Synergy scores: CSS=4.16, Synergy_ZIP=-0.867, Synergy_Bliss=1.66, Synergy_Loewe=-3.89, Synergy_HSA=-0.761.